This data is from Catalyst prediction with 721,799 reactions and 888 catalyst types from USPTO. The task is: Predict which catalyst facilitates the given reaction. (1) Reactant: C(N(CC)CC)C.[Cl:8][CH2:9][CH2:10][CH2:11][C:12](Cl)=[O:13].[CH2:15]([O:22][C:23]1[C:24]([CH3:32])=[C:25]([CH3:31])[C:26]([NH2:30])=[N:27][C:28]=1[CH3:29])[C:16]1[CH:21]=[CH:20][CH:19]=[CH:18][CH:17]=1. Product: [CH2:15]([O:22][C:23]1[C:24]([CH3:32])=[C:25]([CH3:31])[C:26]([NH:30][C:12](=[O:13])[CH2:11][CH2:10][CH2:9][Cl:8])=[N:27][C:28]=1[CH3:29])[C:16]1[CH:17]=[CH:18][CH:19]=[CH:20][CH:21]=1. The catalyst class is: 2. (2) Reactant: C(OC([N:8](C(OC(C)(C)C)=O)[CH2:9][C@@H:10]([N:13]1[C@H:18]([C:19]2[CH:24]=[CH:23][C:22]([Cl:25])=[CH:21][CH:20]=2)[C@@H:17]([C:26]2[CH:31]=[CH:30][CH:29]=[C:28]([Cl:32])[CH:27]=2)[CH2:16][C@@:15]([CH2:34][C:35]([O:37][CH3:38])=[O:36])([CH3:33])[C:14]1=[O:39])[CH2:11][CH3:12])=O)(C)(C)C.Cl. Product: [NH2:8][CH2:9][C@@H:10]([N:13]1[C@H:18]([C:19]2[CH:20]=[CH:21][C:22]([Cl:25])=[CH:23][CH:24]=2)[C@@H:17]([C:26]2[CH:31]=[CH:30][CH:29]=[C:28]([Cl:32])[CH:27]=2)[CH2:16][C@@:15]([CH2:34][C:35]([O:37][CH3:38])=[O:36])([CH3:33])[C:14]1=[O:39])[CH2:11][CH3:12]. The catalyst class is: 12. (3) Reactant: [CH3:1][S:2](Cl)(=[O:4])=[O:3].[N+:6]([C:9]1[CH:10]=[C:11]([CH:15]([OH:17])[CH3:16])[CH:12]=[CH:13][CH:14]=1)([O-:8])=[O:7].C(N(CC)CC)C. Product: [S:2]([O:17][CH:15]([C:11]1[CH:12]=[CH:13][CH:14]=[C:9]([N+:6]([O-:8])=[O:7])[CH:10]=1)[CH3:16])(=[O:4])(=[O:3])[CH3:1]. The catalyst class is: 4. (4) Reactant: [NH2:1][C@H:2]([CH:6]1[CH2:14][C:13]2[C:8](=[CH:9][CH:10]=[CH:11][CH:12]=2)[CH2:7]1)[C:3]([OH:5])=[O:4].C(N(CC)CC)C.[CH2:22]([O:29][C:30](ON1C(=O)CCC1=O)=[O:31])[C:23]1[CH:28]=[CH:27][CH:26]=[CH:25][CH:24]=1. Product: [CH2:7]1[C:8]2[C:13](=[CH:12][CH:11]=[CH:10][CH:9]=2)[CH2:14][CH:6]1[C@@H:2]([NH:1][C:30]([O:29][CH2:22][C:23]1[CH:28]=[CH:27][CH:26]=[CH:25][CH:24]=1)=[O:31])[C:3]([OH:5])=[O:4]. The catalyst class is: 38.